This data is from Reaction yield outcomes from USPTO patents with 853,638 reactions. The task is: Predict the reaction yield, written as a fraction of the theoretical maximum amount of product (1.0 means a 100% yield; for example, 0.34 means a 34% yield). (1) The reactants are [NH2:1][CH:2]1[CH2:10][CH2:9][C:8]2[C:4](=[CH:5][N:6]([C:11]3[S:12][C:13]([C:17]([O:19][CH2:20][CH3:21])=[O:18])=[C:14]([CH3:16])[N:15]=3)[N:7]=2)[CH2:3]1.[Cl:22][C:23]1[N:24]=[C:25]([C:30](O)=[O:31])[NH:26][C:27]=1[CH2:28][CH3:29].CCN=C=NCCCN(C)C.Cl.ON1C2C=CC=CC=2N=N1.CN1CCOCC1. No catalyst specified. The product is [Cl:22][C:23]1[N:24]=[C:25]([C:30]([NH:1][CH:2]2[CH2:10][CH2:9][C:8]3[C:4](=[CH:5][N:6]([C:11]4[S:12][C:13]([C:17]([O:19][CH2:20][CH3:21])=[O:18])=[C:14]([CH3:16])[N:15]=4)[N:7]=3)[CH2:3]2)=[O:31])[NH:26][C:27]=1[CH2:28][CH3:29]. The yield is 0.760. (2) The reactants are I[C:2]1[C:7]([C:8]([F:11])([F:10])[F:9])=[CH:6][N:5]=[C:4]([S:12][CH3:13])[N:3]=1.C1(P(C2C=CC=CC=2)C2C=CC=CC=2)C=CC=CC=1.[C:33]([C:35]1[CH:40]=[CH:39][CH:38]=[CH:37][C:36]=1[CH2:41][C:42]([O:44][CH3:45])=[O:43])#[CH:34]. The catalyst is Cl[Pd](Cl)([P](C1C=CC=CC=1)(C1C=CC=CC=1)C1C=CC=CC=1)[P](C1C=CC=CC=1)(C1C=CC=CC=1)C1C=CC=CC=1.[Cu]I.C1COCC1. The product is [CH3:13][S:12][C:4]1[N:3]=[C:2]([C:34]#[C:33][C:35]2[CH:40]=[CH:39][CH:38]=[CH:37][C:36]=2[CH2:41][C:42]([O:44][CH3:45])=[O:43])[C:7]([C:8]([F:11])([F:10])[F:9])=[CH:6][N:5]=1. The yield is 0.690. (3) The reactants are CO.[CH3:3][O:4][C:5](=[O:24])[C@@H:6]([NH:14][C:15]([C@@H:17]1[C@@H:19]([CH2:20][CH2:21][CH2:22][CH3:23])[O:18]1)=[O:16])[CH2:7][C:8]1[CH:13]=[CH:12][CH:11]=[CH:10][CH:9]=1.[N-:25]=[N+:26]=[N-:27].[Na+].S([O-])([O-])(=O)=O.[Mg+2]. No catalyst specified. The product is [CH3:3][O:4][C:5](=[O:24])[C@@H:6]([NH:14][C:15](=[O:16])[C@@H:17]([OH:18])[C@@H:19]([N:25]=[N+:26]=[N-:27])[CH2:20][CH2:21][CH2:22][CH3:23])[CH2:7][C:8]1[CH:13]=[CH:12][CH:11]=[CH:10][CH:9]=1. The yield is 0.690. (4) The reactants are Br[C:2]1[CH:7]=[CH:6][C:5]([OH:8])=[C:4]([Cl:9])[CH:3]=1.[Li]CCCC.[B:15](OC(C)C)([O:20]C(C)C)[O:16]C(C)C.C(=O)=O.CC(C)=O. No catalyst specified. The product is [Cl:9][C:4]1[CH:3]=[C:2]([B:15]([OH:20])[OH:16])[CH:7]=[CH:6][C:5]=1[OH:8]. The yield is 0.270. (5) The reactants are [NH2:1][C:2]1[CH:7]=[CH:6][C:5]([OH:8])=[CH:4][CH:3]=1.CC(C)([O-])C.[K+].Cl[C:16]1[CH:21]=[CH:20][N:19]=[C:18]([C:22]([NH:24][CH3:25])=[O:23])[CH:17]=1.C([O-])([O-])=O.[K+].[K+]. The yield is 0.840. The catalyst is CN(C=O)C. The product is [CH3:25][NH:24][C:22]([C:18]1[CH:17]=[C:16]([O:8][C:5]2[CH:6]=[CH:7][C:2]([NH2:1])=[CH:3][CH:4]=2)[CH:21]=[CH:20][N:19]=1)=[O:23].